From a dataset of Full USPTO retrosynthesis dataset with 1.9M reactions from patents (1976-2016). Predict the reactants needed to synthesize the given product. (1) Given the product [C:30]([OH:31])(=[O:21])[C:1]1[CH:6]=[CH:5][CH:4]=[CH:3][CH:2]=1, predict the reactants needed to synthesize it. The reactants are: [C:1]1(/C=C/[C:1]2[CH:6]=[CH:5][CH:4]=[CH:3][CH:2]=2)[CH:6]=[CH:5][CH:4]=[CH:3][CH:2]=1.OOS([O-])=O.[K+].[O-:21]S([O-])=O.[Na+].[Na+].CN([CH:30]=[O:31])C. (2) The reactants are: [C:1]([OH:5])(=[O:4])[CH2:2][OH:3].[CH3:6][O:7][CH2:8][CH2:9][CH2:10][NH2:11]. Given the product [C:1]([O-:5])(=[O:4])[CH2:2][OH:3].[CH3:6][O:7][CH2:8][CH2:9][CH2:10][NH3+:11], predict the reactants needed to synthesize it. (3) Given the product [C:1]([O:5][C:6]([NH:8][CH:9]([CH2:14][C:15]1[CH:20]=[CH:19][C:18]([C:21]2[S:22][C:23]([C:26]3[CH:31]=[CH:30][C:29]([O:32][CH2:33][CH2:34][CH2:35][CH2:36][CH2:37][CH2:38][CH3:39])=[CH:28][CH:27]=3)=[CH:24][N:25]=2)=[CH:17][CH:16]=1)[C:10]([O:12][CH3:13])=[O:11])=[O:7])([CH3:2])([CH3:4])[CH3:3], predict the reactants needed to synthesize it. The reactants are: [C:1]([O:5][C:6]([NH:8][C:9](=[CH:14][C:15]1[CH:20]=[CH:19][C:18]([C:21]2[S:22][C:23]([C:26]3[CH:31]=[CH:30][C:29]([O:32][CH2:33][CH2:34][CH2:35][CH2:36][CH2:37][CH2:38][CH3:39])=[CH:28][CH:27]=3)=[CH:24][N:25]=2)=[CH:17][CH:16]=1)[C:10]([O:12][CH3:13])=[O:11])=[O:7])([CH3:4])([CH3:3])[CH3:2].[H][H]. (4) Given the product [Cl:30][CH2:25][C:21]1[CH:20]=[C:19]([C:18]2[CH:17]=[CH:16][N:15]=[C:14]3[N:10]([S:7]([C:4]4[CH:5]=[CH:6][C:1]([CH3:27])=[CH:2][CH:3]=4)(=[O:9])=[O:8])[CH:11]=[CH:12][C:13]=23)[CH:24]=[CH:23][CH:22]=1, predict the reactants needed to synthesize it. The reactants are: [C:1]1([CH3:27])[CH:6]=[CH:5][C:4]([S:7]([N:10]2[C:14]3=[N:15][CH:16]=[CH:17][C:18]([C:19]4[CH:20]=[C:21]([CH2:25]O)[CH:22]=[CH:23][CH:24]=4)=[C:13]3[CH:12]=[CH:11]2)(=[O:9])=[O:8])=[CH:3][CH:2]=1.[Li+].[OH-].[ClH:30]. (5) Given the product [Br:1][C:10]1[CH:9]=[CH:8][C:7]2[O:3][CH2:4][O:5][C:6]=2[CH:11]=1, predict the reactants needed to synthesize it. The reactants are: [Br-:1].[Li+].[O:3]1[C:7]2[CH:8]=[CH:9][CH:10]=[CH:11][C:6]=2[O:5][CH2:4]1. (6) The reactants are: C([O:3][C:4](=[O:24])[CH2:5][CH:6]1[O:10][B:9]([OH:11])[C:8]2[CH:12]=[C:13]([O:17][C:18]3[CH:23]=[N:22][CH:21]=[CH:20][N:19]=3)[CH:14]=[C:15]([F:16])[C:7]1=2)C.[OH-].[Li+].Cl. Given the product [F:16][C:15]1[C:7]2[CH:6]([CH2:5][C:4]([OH:24])=[O:3])[O:10][B:9]([OH:11])[C:8]=2[CH:12]=[C:13]([O:17][C:18]2[CH:23]=[N:22][CH:21]=[CH:20][N:19]=2)[CH:14]=1, predict the reactants needed to synthesize it. (7) Given the product [O:1]1[C:5]2[CH:6]=[CH:7][C:8]([CH:10]([CH2:17][C:18]3[O:22][N:21]=[C:20]([CH2:23][CH2:24][CH2:25][CH2:26][N:46]([C:47]([O:49][C:50]([CH3:51])([CH3:52])[CH3:53])=[O:48])[C:54]([O:56][C:57]([CH3:60])([CH3:59])[CH3:58])=[O:55])[N:19]=3)[CH2:11][C:12]([O:14][CH2:15][CH3:16])=[O:13])=[CH:9][C:4]=2[O:3][CH2:2]1, predict the reactants needed to synthesize it. The reactants are: [O:1]1[C:5]2[CH:6]=[CH:7][C:8]([CH:10]([CH2:17][C:18]3[O:22][N:21]=[C:20]([CH2:23][CH2:24][CH2:25][CH2:26]OS(C4C=CC(C)=CC=4)(=O)=O)[N:19]=3)[CH2:11][C:12]([O:14][CH2:15][CH3:16])=[O:13])=[CH:9][C:4]=2[O:3][CH2:2]1.C(=O)([O-])[O-].[Cs+].[Cs+].[I-].[Na+].[NH:46]([C:54]([O:56][C:57]([CH3:60])([CH3:59])[CH3:58])=[O:55])[C:47]([O:49][C:50]([CH3:53])([CH3:52])[CH3:51])=[O:48]. (8) The reactants are: [C:1]1([C:7]([C:18]2C=CC=CC=2)([C:13](OCC)=[O:14])[C:8](OCC)=[O:9])[CH:6]=[CH:5][CH:4]=[CH:3][CH:2]=1.IC.[H-].[Na+].C([O-])(O)=O.[Na+].[Li].[H-]. Given the product [CH3:18][C:7]([C:1]1[CH:6]=[CH:5][CH:4]=[CH:3][CH:2]=1)([CH2:13][OH:14])[CH2:8][OH:9], predict the reactants needed to synthesize it. (9) Given the product [CH:18]([O:28][CH:4]([CH3:3])[CH3:5])([CH3:19])[CH3:22].[I:1][C:2]1[CH:3]=[CH:4][C:5]2[N:6]([CH:8]=[C:9]([NH:11][C:19](=[O:20])[C:18]3[CH:22]=[CH:23][C:15]([CH2:12][CH2:13][CH3:14])=[CH:16][CH:17]=3)[N:10]=2)[N:7]=1, predict the reactants needed to synthesize it. The reactants are: [I:1][C:2]1[CH:3]=[CH:4][C:5]2[N:6]([CH:8]=[C:9]([NH2:11])[N:10]=2)[N:7]=1.[CH2:12]([C:15]1[CH:23]=[CH:22][C:18]([C:19](Cl)=[O:20])=[CH:17][CH:16]=1)[CH2:13][CH3:14].CN(C)C(=[O:28])C.